From a dataset of NCI-60 drug combinations with 297,098 pairs across 59 cell lines. Regression. Given two drug SMILES strings and cell line genomic features, predict the synergy score measuring deviation from expected non-interaction effect. (1) Drug 1: CC1=CC2C(CCC3(C2CCC3(C(=O)C)OC(=O)C)C)C4(C1=CC(=O)CC4)C. Drug 2: CC1=C2C(C(=O)C3(C(CC4C(C3C(C(C2(C)C)(CC1OC(=O)C(C(C5=CC=CC=C5)NC(=O)OC(C)(C)C)O)O)OC(=O)C6=CC=CC=C6)(CO4)OC(=O)C)O)C)O. Cell line: SF-539. Synergy scores: CSS=50.6, Synergy_ZIP=7.18, Synergy_Bliss=6.86, Synergy_Loewe=-43.3, Synergy_HSA=6.86. (2) Drug 1: C1=CN(C(=O)N=C1N)C2C(C(C(O2)CO)O)O.Cl. Drug 2: CC1=C(C=C(C=C1)C(=O)NC2=CC(=CC(=C2)C(F)(F)F)N3C=C(N=C3)C)NC4=NC=CC(=N4)C5=CN=CC=C5. Cell line: UACC-257. Synergy scores: CSS=3.06, Synergy_ZIP=-2.28, Synergy_Bliss=-0.713, Synergy_Loewe=-5.17, Synergy_HSA=-1.33. (3) Drug 1: CN(C)C1=NC(=NC(=N1)N(C)C)N(C)C. Drug 2: CC1=C(C=C(C=C1)C(=O)NC2=CC(=CC(=C2)C(F)(F)F)N3C=C(N=C3)C)NC4=NC=CC(=N4)C5=CN=CC=C5. Cell line: SN12C. Synergy scores: CSS=-2.66, Synergy_ZIP=0.656, Synergy_Bliss=-1.09, Synergy_Loewe=-1.84, Synergy_HSA=-3.48. (4) Drug 1: C1CN1C2=NC(=NC(=N2)N3CC3)N4CC4. Drug 2: CC1=CC2C(CCC3(C2CCC3(C(=O)C)OC(=O)C)C)C4(C1=CC(=O)CC4)C. Cell line: BT-549. Synergy scores: CSS=18.8, Synergy_ZIP=1.64, Synergy_Bliss=2.44, Synergy_Loewe=-3.40, Synergy_HSA=3.63. (5) Drug 1: CC1=C(C(=CC=C1)Cl)NC(=O)C2=CN=C(S2)NC3=CC(=NC(=N3)C)N4CCN(CC4)CCO. Drug 2: CS(=O)(=O)OCCCCOS(=O)(=O)C. Cell line: SF-539. Synergy scores: CSS=9.17, Synergy_ZIP=-4.08, Synergy_Bliss=-4.50, Synergy_Loewe=-16.1, Synergy_HSA=-5.16. (6) Drug 1: C1C(C(OC1N2C=NC3=C(N=C(N=C32)Cl)N)CO)O. Drug 2: CC(C)CN1C=NC2=C1C3=CC=CC=C3N=C2N. Cell line: SK-MEL-28. Synergy scores: CSS=27.2, Synergy_ZIP=-10.3, Synergy_Bliss=-5.58, Synergy_Loewe=-6.67, Synergy_HSA=-5.79.